The task is: Predict the reactants needed to synthesize the given product.. This data is from Full USPTO retrosynthesis dataset with 1.9M reactions from patents (1976-2016). Given the product [NH:12]1[C:20]2[C:15](=[CH:16][CH:17]=[CH:18][CH:19]=2)[CH:14]=[C:13]1[C:21]1[CH:22]=[CH:23][C:24]([O:28][CH3:29])=[C:25]([NH:27][CH2:7][C:6]2[CH:9]=[CH:10][CH:11]=[C:4]([N+:1]([O-:3])=[O:2])[CH:5]=2)[CH:26]=1, predict the reactants needed to synthesize it. The reactants are: [N+:1]([C:4]1[CH:5]=[C:6]([CH:9]=[CH:10][CH:11]=1)[CH:7]=O)([O-:3])=[O:2].[NH:12]1[C:20]2[C:15](=[CH:16][CH:17]=[CH:18][CH:19]=2)[CH:14]=[C:13]1[C:21]1[CH:22]=[CH:23][C:24]([O:28][CH3:29])=[C:25]([NH2:27])[CH:26]=1.C(O[BH-](OC(=O)C)OC(=O)C)(=O)C.[Na+].C(=O)(O)[O-].[Na+].